From a dataset of Experimental lipophilicity measurements (octanol/water distribution) for 4,200 compounds from AstraZeneca. Regression/Classification. Given a drug SMILES string, predict its absorption, distribution, metabolism, or excretion properties. Task type varies by dataset: regression for continuous measurements (e.g., permeability, clearance, half-life) or binary classification for categorical outcomes (e.g., BBB penetration, CYP inhibition). For this dataset (lipophilicity_astrazeneca), we predict Y. (1) The Y is 2.60 logD. The drug is Nc1n[nH]c2nnc(-c3ccccc3)c(-c3ccccc3)c12. (2) The molecule is C[C@H](CO)Nc1nc(SCc2ccco2)nc2[nH]c(=O)sc12. The Y is 2.21 logD.